This data is from Reaction yield outcomes from USPTO patents with 853,638 reactions. The task is: Predict the reaction yield, written as a fraction of the theoretical maximum amount of product (1.0 means a 100% yield; for example, 0.34 means a 34% yield). (1) The reactants are [Br:1][C:2]1[C:3]([SH:8])=[N:4][CH:5]=[CH:6][CH:7]=1.[CH2:9]([O:11][C:12](=[O:17])[C:13](Br)([CH3:15])[CH3:14])[CH3:10].C(=O)([O-])[O-].[Na+].[Na+].Cl. The catalyst is CN(C=O)C. The product is [Br:1][C:2]1[C:3]([S:8][C:13]([CH3:15])([CH3:14])[C:12]([O:11][CH2:9][CH3:10])=[O:17])=[N:4][CH:5]=[CH:6][CH:7]=1. The yield is 0.890. (2) The reactants are [CH2:1]([C:3]1[CH:8]=[CH:7][N:6]2[N:9]=[CH:10][CH:11]=[C:5]2[CH:4]=1)[CH3:2].C1C(=O)N([Br:19])C(=O)C1.O. The catalyst is ClCCl. The product is [Br:19][C:11]1[CH:10]=[N:9][N:6]2[CH:7]=[CH:8][C:3]([CH2:1][CH3:2])=[CH:4][C:5]=12. The yield is 0.840. (3) The reactants are C([O:3][C:4]([C:6]1[C:10]([CH2:11][NH:12][CH:13]([CH3:15])[CH3:14])=[C:9]([C:16]2[CH:21]=[CH:20][C:19]([Cl:22])=[CH:18][CH:17]=2)[N:8]([C:23]2[CH:28]=[CH:27][CH:26]=[CH:25][C:24]=2[Cl:29])[N:7]=1)=[O:5])C.Cl. The catalyst is [OH-].[K+].CCO. The product is [Cl:29][C:24]1[CH:25]=[CH:26][CH:27]=[CH:28][C:23]=1[N:8]1[C:9]([C:16]2[CH:17]=[CH:18][C:19]([Cl:22])=[CH:20][CH:21]=2)=[C:10]([CH2:11][NH:12][CH:13]([CH3:15])[CH3:14])[C:6]([C:4]([OH:5])=[O:3])=[N:7]1. The yield is 1.00.